This data is from Forward reaction prediction with 1.9M reactions from USPTO patents (1976-2016). The task is: Predict the product of the given reaction. Given the reactants Br[CH2:2][C:3]1[CH:8]=[C:7]([F:9])[C:6]([N+:10]([O-:12])=[O:11])=[CH:5][C:4]=1[Cl:13].[P:14](OCC)([O:19][CH2:20][CH3:21])([O:16][CH2:17][CH3:18])=[O:15], predict the reaction product. The product is: [Cl:13][C:4]1[CH:5]=[C:6]([N+:10]([O-:12])=[O:11])[C:7]([F:9])=[CH:8][C:3]=1[CH2:2][P:14](=[O:15])([O:19][CH2:20][CH3:21])[O:16][CH2:17][CH3:18].